This data is from Catalyst prediction with 721,799 reactions and 888 catalyst types from USPTO. The task is: Predict which catalyst facilitates the given reaction. (1) Reactant: [CH3:1][S:2]([O:5][C:6]1[CH:7]=[CH:8][C:9]([N+:16]([O-])=O)=[C:10]([CH:15]=1)[O:11][CH2:12][CH2:13][Br:14])(=[O:4])=[O:3]. Product: [CH3:1][S:2]([O:5][C:6]1[CH:7]=[CH:8][C:9]([NH2:16])=[C:10]([CH:15]=1)[O:11][CH2:12][CH2:13][Br:14])(=[O:3])=[O:4]. The catalyst class is: 78. (2) Reactant: C[O:2][C:3](=[O:41])[C@@H:4]([NH:8][S:9]([C:12]1[CH:17]=[CH:16][C:15]([C:18]2[CH:23]=[CH:22][C:21]([NH:24][C:25]([C:27]3[O:28][C:29]4[CH:36]=[CH:35][CH:34]=[C:33]([O:37][CH:38]([CH3:40])[CH3:39])[C:30]=4[C:31]=3[CH3:32])=[O:26])=[CH:20][CH:19]=2)=[CH:14][CH:13]=1)(=[O:11])=[O:10])[CH:5]([CH3:7])[CH3:6].[Li+].[OH-]. Product: [CH:38]([O:37][C:33]1[C:30]2[C:31]([CH3:32])=[C:27]([C:25]([NH:24][C:21]3[CH:20]=[CH:19][C:18]([C:15]4[CH:16]=[CH:17][C:12]([S:9]([NH:8][C@@H:4]([CH:5]([CH3:7])[CH3:6])[C:3]([OH:41])=[O:2])(=[O:10])=[O:11])=[CH:13][CH:14]=4)=[CH:23][CH:22]=3)=[O:26])[O:28][C:29]=2[CH:36]=[CH:35][CH:34]=1)([CH3:40])[CH3:39]. The catalyst class is: 1.